Dataset: Full USPTO retrosynthesis dataset with 1.9M reactions from patents (1976-2016). Task: Predict the reactants needed to synthesize the given product. (1) Given the product [N:22]([C@H:2]1[CH2:7][C@H:6]2[C@H:8]3[C@H:17]([CH2:18][CH2:19][C@:4]2([CH3:5])[CH2:3]1)[C:16]1[CH:15]=[CH:14][C:13]([O:20][CH3:21])=[CH:12][C:11]=1[CH2:10][CH2:9]3)=[N+:23]=[N-:24], predict the reactants needed to synthesize it. The reactants are: Br[C@@H:2]1[CH2:7][C@H:6]2[C@H:8]3[C@H:17]([CH2:18][CH2:19][C@:4]2([CH3:5])[CH2:3]1)[C:16]1[CH:15]=[CH:14][C:13]([O:20][CH3:21])=[CH:12][C:11]=1[CH2:10][CH2:9]3.[N-:22]=[N+:23]=[N-:24].[Li+].O. (2) Given the product [Cl:17][C:15]1[N:14]=[C:13]2[NH:18][N:19]=[C:20]([S:21][CH3:22])[C:12]2=[C:11]([O:7][CH2:6][CH3:4])[N:16]=1, predict the reactants needed to synthesize it. The reactants are: [H-].[Na+].N1C[CH:4]1[C:6](OC)=[O:7].Cl[C:11]1[N:16]=[C:15]([Cl:17])[N:14]=[C:13]2[NH:18][N:19]=[C:20]([S:21][CH3:22])[C:12]=12.O. (3) Given the product [NH2:1][C:2]1[N:7]=[C:6]([C:8]2[C:16]3[C:15]([NH:17][CH2:18][CH:19]([CH3:21])[CH3:20])=[CH:14][CH:13]=[N:12][C:11]=3[NH:10][CH:9]=2)[CH:5]=[CH:4][N:3]=1, predict the reactants needed to synthesize it. The reactants are: [NH2:1][C:2]1[N:7]=[C:6]([C:8]2[C:16]3[C:15]([NH:17][CH2:18][CH:19]([CH3:21])[CH3:20])=[CH:14][CH:13]=[N:12][C:11]=3[N:10](COCC[Si](C)(C)C)[CH:9]=2)[CH:5]=[CH:4][N:3]=1.Cl. (4) Given the product [NH2:17][C:4]1[CH:5]=[CH:6][C:7]([C:19]2[CH:20]=[C:21]3[C:26](=[CH:27][CH:28]=2)[N:25]=[C:24]([NH2:29])[N:23]=[CH:22]3)=[C:2]([CH3:1])[CH:3]=1, predict the reactants needed to synthesize it. The reactants are: [CH3:1][C:2]1[CH:3]=[C:4]([NH2:17])[CH:5]=[CH:6][C:7]=1B1OC(C)(C)C(C)(C)O1.Br[C:19]1[CH:20]=[C:21]2[C:26](=[CH:27][CH:28]=1)[N:25]=[C:24]([NH2:29])[N:23]=[CH:22]2.C(=O)([O-])[O-].[Na+].[Na+].O1CCOCC1. (5) Given the product [CH2:42]([N:27]([CH2:25][CH3:26])[CH2:28][CH2:29][NH:30][C:31]([C:33]1[C:37]([CH3:38])=[C:36](/[CH:39]=[C:16]2\[C:17](=[O:22])[NH:18][C:19]3[C:15]\2=[CH:14][C:13]([S:10]([CH2:9][C:5]2[CH:6]=[CH:7][CH:8]=[C:3]([C:2]([F:1])([F:23])[F:24])[CH:4]=2)(=[O:12])=[O:11])=[CH:21][CH:20]=3)[NH:35][C:34]=1[CH3:41])=[O:32])[CH3:43], predict the reactants needed to synthesize it. The reactants are: [F:1][C:2]([F:24])([F:23])[C:3]1[CH:4]=[C:5]([CH2:9][S:10]([C:13]2[CH:14]=[C:15]3[C:19](=[CH:20][CH:21]=2)[NH:18][C:17](=[O:22])[CH2:16]3)(=[O:12])=[O:11])[CH:6]=[CH:7][CH:8]=1.[CH2:25]([N:27]([CH2:42][CH3:43])[CH2:28][CH2:29][NH:30][C:31]([C:33]1[C:37]([CH3:38])=[C:36]([CH:39]=O)[NH:35][C:34]=1[CH3:41])=[O:32])[CH3:26].N1CCCCC1. (6) The reactants are: [CH3:1][C:2](C)([O-])[CH3:3].[K+].[C:7](=[N:20][CH:21]1[CH2:25][CH2:24][N:23]([CH3:26])[C:22]1=[O:27])([C:14]1[CH:19]=[CH:18][CH:17]=[CH:16][CH:15]=1)[C:8]1[CH:13]=[CH:12][CH:11]=[CH:10][CH:9]=1.C(Br)C#C. Given the product [C:7](=[N:20][C:21]1([CH2:3][C:2]#[CH:1])[CH2:25][CH2:24][N:23]([CH3:26])[C:22]1=[O:27])([C:14]1[CH:19]=[CH:18][CH:17]=[CH:16][CH:15]=1)[C:8]1[CH:13]=[CH:12][CH:11]=[CH:10][CH:9]=1, predict the reactants needed to synthesize it. (7) Given the product [Br:1][C:2]1[S:6][C:5]([NH:7][C:8]([NH:17][C:18]2[CH:23]=[CH:22][CH:21]=[CH:20][CH:19]=2)=[O:16])=[N:4][N:3]=1, predict the reactants needed to synthesize it. The reactants are: [Br:1][C:2]1[S:6][C:5]([NH:7][C:8](=[O:16])OC2C=CC=CC=2)=[N:4][N:3]=1.[NH2:17][C:18]1[CH:23]=[CH:22][CH:21]=[CH:20][CH:19]=1.C(N(CC)CC)C. (8) Given the product [Br:22][C:23]1[CH:28]=[CH:27][C:26]([CH2:29][N:8]2[C:9]3[C:4](=[C:3]([CH2:1][CH3:2])[N:12]=[C:11]([CH2:13][CH3:14])[CH:10]=3)[CH:5]=[CH:6][C:7]2=[O:15])=[CH:25][C:24]=1[F:31], predict the reactants needed to synthesize it. The reactants are: [CH2:1]([C:3]1[N:12]=[C:11]([CH2:13][CH3:14])[CH:10]=[C:9]2[C:4]=1[CH:5]=[CH:6][C:7](=[O:15])[NH:8]2)[CH3:2].C(=O)([O-])[O-].[K+].[K+].[Br:22][C:23]1[CH:28]=[CH:27][C:26]([CH2:29]Br)=[CH:25][C:24]=1[F:31].